From a dataset of Full USPTO retrosynthesis dataset with 1.9M reactions from patents (1976-2016). Predict the reactants needed to synthesize the given product. (1) Given the product [C:1]([C:4]1[CH:9]=[CH:8][C:7]([CH2:10][CH:11]([NH2:15])[C:12]([OH:14])=[O:13])=[CH:6][C:5]=1[NH2:16])(=[O:3])[CH3:2], predict the reactants needed to synthesize it. The reactants are: [C:1]([C:4]1[CH:9]=[CH:8][C:7]([CH2:10][CH:11]([NH2:15])[C:12]([OH:14])=[O:13])=[CH:6][C:5]=1[N+:16]([O-])=O)(=[O:3])[CH3:2]. (2) Given the product [F:15][C:14]([F:16])([F:17])[C:5]1[CH:6]=[CH:7][C:8]([C:10]([F:12])([F:13])[F:11])=[CH:9][C:4]=1[NH2:1], predict the reactants needed to synthesize it. The reactants are: [N+:1]([C:4]1[CH:9]=[C:8]([C:10]([F:13])([F:12])[F:11])[CH:7]=[CH:6][C:5]=1[C:14]([F:17])([F:16])[F:15])([O-])=O.Cl[Sn]Cl.O. (3) The reactants are: Br[C:2]1[CH:3]=[N:4][N:5]2[CH:10]=[CH:9][N:8]=[CH:7][C:6]=12.[CH3:11][C:12]1([CH3:28])[C:16]([CH3:18])([CH3:17])[O:15][B:14](C2C=NN3C=CC=CC=23)[O:13]1. Given the product [CH3:11][C:12]1([CH3:28])[C:16]([CH3:18])([CH3:17])[O:15][B:14]([C:2]2[CH:3]=[N:4][N:5]3[CH:10]=[CH:9][N:8]=[CH:7][C:6]=23)[O:13]1, predict the reactants needed to synthesize it.